This data is from Choline transporter screen with 302,306 compounds. The task is: Binary Classification. Given a drug SMILES string, predict its activity (active/inactive) in a high-throughput screening assay against a specified biological target. (1) The drug is s1c(C(OC(C(=O)NC2CCCC2)c2ncccc2)=O)ccc1. The result is 0 (inactive). (2) The molecule is O(c1c(/C=C\c2nc3c([nH]c2=O)cccc3)cccc1)CC. The result is 0 (inactive). (3) The result is 0 (inactive). The molecule is S=C1NC(N(C=2CC(OCC12)(C)C)CCOC)c1ccccc1. (4) The molecule is Brc1ccc(NC(=O)CCN2CCC(CC2)C(OCC)=O)cc1. The result is 0 (inactive). (5) The compound is O1C(CCC1)COC(=O)c1c(n(CCC(C)C)c2nc3c(nc12)cccc3)N. The result is 0 (inactive). (6) The compound is O=C1N(C(=O)NC21CCC(CC2)C)CC(=O)NCCc1cc(OCC)c(OCC)cc1. The result is 0 (inactive). (7) The drug is Oc1c(CCCC)cc(c(O)c1)C(=O)Cc1ncccc1. The result is 0 (inactive).